The task is: Predict the reactants needed to synthesize the given product.. This data is from Full USPTO retrosynthesis dataset with 1.9M reactions from patents (1976-2016). (1) Given the product [F:53][C:2]([F:1])([F:54])[O:3][C:4]1[CH:9]=[CH:8][C:7](/[CH:10]=[CH:11]/[C:12]2[O:13][CH:14]=[C:15]([CH2:17][O:18][C:19]3[CH:24]=[CH:23][C:22]([CH2:25][CH2:26][CH2:27][CH2:28][C:29]4[N:30]=[N:31][NH:32][CH:33]=4)=[CH:21][CH:20]=3)[N:16]=2)=[CH:6][CH:5]=1, predict the reactants needed to synthesize it. The reactants are: [F:1][C:2]([F:54])([F:53])[O:3][C:4]1[CH:9]=[CH:8][C:7](/[CH:10]=[CH:11]/[C:12]2[O:13][CH:14]=[C:15]([CH2:17][O:18][C:19]3[CH:24]=[CH:23][C:22]([CH2:25][CH2:26][CH2:27][CH2:28][C:29]4[N:30]=[N:31][N:32](C(C5C=CC=CC=5)(C5C=CC=CC=5)C5C=CC=CC=5)[CH:33]=4)=[CH:21][CH:20]=3)[N:16]=2)=[CH:6][CH:5]=1.C(O)=O.C1COCC1.[OH-].[Na+]. (2) Given the product [C:30]([OH:31])(=[O:45])[CH:29]=[CH2:3].[C:42]([OH:45])(=[O:15])[CH:43]=[CH2:44].[F:1][C:2]1([F:34])[C:3]2([C:29]([F:33])([F:32])[CH2:30][OH:31])[C:4]([F:28])([F:27])[C:5]3([F:26])[C:6]([F:25])([F:24])[C:7]([F:23])([C:8]([F:18])([F:19])[C:9]1([C:13]([F:16])([F:17])[CH2:14][OH:15])[C:10]3([F:11])[F:12])[C:20]2([F:21])[F:22], predict the reactants needed to synthesize it. The reactants are: [F:1][C:2]1([F:34])[C:9]2([C:13]([F:17])([F:16])[CH2:14][OH:15])[C:10]([F:12])([F:11])[C:5]3([F:26])[C:6]([F:25])([F:24])[C:7]([F:23])([C:20]([F:22])([F:21])[C:3]1([C:29]([F:33])([F:32])[CH2:30][OH:31])[C:4]3([F:28])[F:27])[C:8]2([F:19])[F:18].C(N(CC)CC)C.[C:42](Cl)(=[O:45])[CH:43]=[CH2:44].[Cl-].[Na+]. (3) Given the product [CH3:2][N:3]1[CH2:8][CH2:7][N:6]([C:9]([O:11][C:12]2[C:36]3[C:37](=[O:38])/[C:33](=[CH:32]/[C:23]4[C:24]5[C:29](=[CH:28][CH:27]=[C:26]([O:30][CH3:31])[CH:25]=5)[N:21]([CH2:20][CH2:19][CH2:18][N:17]([CH3:16])[CH3:45])[CH:22]=4)/[O:34][C:35]=3[CH:42]=[C:41]([O:43][C:9]([N:6]3[CH2:7][CH2:8][N:3]([CH3:2])[CH2:4][CH2:5]3)=[O:10])[CH:40]=2)=[O:10])[CH2:5][CH2:4]1, predict the reactants needed to synthesize it. The reactants are: [Cl-].[CH3:2][NH+:3]1[CH2:8][CH2:7][N:6]([C:9]([O:11][C:12](Cl)(Cl)Cl)=[O:10])[CH2:5][CH2:4]1.[CH3:16][N:17]([CH3:45])[CH2:18][CH2:19][CH2:20][N:21]1[C:29]2[C:24](=[CH:25][C:26]([O:30][CH3:31])=[CH:27][CH:28]=2)[C:23](/[CH:32]=[C:33]2\[O:34][C:35]3[CH:42]=[C:41]([OH:43])[CH:40]=C(O)[C:36]=3[C:37]\2=[O:38])=[CH:22]1.C(Cl)Cl. (4) Given the product [CH3:19][C:20]([OH:24])([C:22]#[C:23][C:12]1[C:13]2[C:4]([N:5]=[C:6]3[C:11]=1[CH:10]=[C:9]([O:17][CH3:18])[CH:8]=[CH:7]3)=[CH:3][C:2]([Cl:1])=[CH:15][CH:14]=2)[CH3:21], predict the reactants needed to synthesize it. The reactants are: [Cl:1][C:2]1[CH:3]=[C:4]2[C:13](=[CH:14][CH:15]=1)[C:12](Cl)=[C:11]1[C:6]([CH:7]=[CH:8][C:9]([O:17][CH3:18])=[CH:10]1)=[N:5]2.[CH3:19][C:20]([OH:24])([C:22]#[CH:23])[CH3:21].CN(C)C=O. (5) Given the product [NH2:19][C:9]1[CH:10]=[CH:11][C:12]([C:14]2[S:15][CH:16]=[CH:17][CH:18]=2)=[CH:13][C:8]=1[NH:7][C:6]([NH:5][CH:2]([CH3:4])[CH3:3])=[O:27], predict the reactants needed to synthesize it. The reactants are: Cl.[CH:2]([NH:5][C:6](=[O:27])[NH:7][C:8]1[CH:13]=[C:12]([C:14]2[S:15][CH:16]=[CH:17][CH:18]=2)[CH:11]=[CH:10][C:9]=1[NH:19]C(=O)OC(C)(C)C)([CH3:4])[CH3:3]. (6) Given the product [NH2:1][C@@H:2]([C:7]([NH2:9])=[O:8])[C:3]([CH3:6])([CH3:5])[CH3:4], predict the reactants needed to synthesize it. The reactants are: [NH2:1][CH:2]([C:7]([NH2:9])=[O:8])[C:3]([CH3:6])([CH3:5])[CH3:4]. (7) Given the product [OH:8][C:9]1[CH:14]=[C:13]([OH:15])[C:12]([C:46]([N:43]([CH2:44][C:45]2[CH:52]=[CH:51][CH:50]=[CH:49][CH:48]=2)[CH3:41])=[O:38])=[CH:11][C:10]=1[C:24]1[N:25]([C:30]2[CH:35]=[CH:34][CH:33]=[CH:32][C:31]=2[CH3:36])[C:26]([OH:29])=[N:27][N:28]=1, predict the reactants needed to synthesize it. The reactants are: C([O:8][C:9]1[CH:14]=[C:13]([O:15]CC2C=CC=CC=2)[C:12](Br)=[CH:11][C:10]=1[C:24]1[N:25]([C:30]2[CH:35]=[CH:34][CH:33]=[CH:32][C:31]=2[CH3:36])[C:26]([OH:29])=[N:27][N:28]=1)C1C=CC=CC=1.C[OH:38].[C]=O.[CH2:41]([N:43]([CH2:46]C)[CH2:44][CH3:45])C.[C:48]1(C)C=[CH:52][CH:51]=[CH:50][CH:49]=1. (8) Given the product [CH2:20]([NH:27][C:2]1[N:7]2[N:8]=[C:9]([NH:11][C:12](=[O:19])[C:13]3[CH:18]=[CH:17][CH:16]=[N:15][CH:14]=3)[N:10]=[C:6]2[CH:5]=[CH:4][CH:3]=1)[C:21]1[CH:26]=[CH:25][CH:24]=[CH:23][CH:22]=1, predict the reactants needed to synthesize it. The reactants are: Br[C:2]1[N:7]2[N:8]=[C:9]([NH:11][C:12](=[O:19])[C:13]3[CH:18]=[CH:17][CH:16]=[N:15][CH:14]=3)[N:10]=[C:6]2[CH:5]=[CH:4][CH:3]=1.[CH2:20]([NH2:27])[C:21]1[CH:26]=[CH:25][CH:24]=[CH:23][CH:22]=1. (9) The reactants are: C(OC1N=NC(C#CC2C=CC(C(F)(F)F)=CN=2)=CC=1OCC1C=CC=CC=1)C1C=CC=CC=1.[CH2:35]([O:42][C:43]1[N:44]=[N:45][C:46]([C:57]#[CH:58])=[CH:47][C:48]=1[O:49][CH2:50][C:51]1[CH:56]=[CH:55][CH:54]=[CH:53][CH:52]=1)[C:36]1[CH:41]=[CH:40][CH:39]=[CH:38][CH:37]=1.[Cl:59][C:60]1[CH:65]=[CH:64][C:63](I)=[CH:62][CH:61]=1. Given the product [CH2:35]([O:42][C:43]1[N:44]=[N:45][C:46]([C:57]#[C:58][C:63]2[CH:64]=[CH:65][C:60]([Cl:59])=[CH:61][CH:62]=2)=[CH:47][C:48]=1[O:49][CH2:50][C:51]1[CH:56]=[CH:55][CH:54]=[CH:53][CH:52]=1)[C:36]1[CH:37]=[CH:38][CH:39]=[CH:40][CH:41]=1, predict the reactants needed to synthesize it.